Dataset: Full USPTO retrosynthesis dataset with 1.9M reactions from patents (1976-2016). Task: Predict the reactants needed to synthesize the given product. (1) Given the product [CH2:18]([O:1][C:2]1[CH:3]=[CH:4][C:5]([CH3:11])=[C:6]([CH:10]=1)[C:7]([O:9][CH2:11][C:5]1[CH:6]=[CH:10][CH:2]=[CH:3][CH:4]=1)=[O:8])[C:19]1[CH:24]=[CH:23][CH:22]=[CH:21][CH:20]=1, predict the reactants needed to synthesize it. The reactants are: [OH:1][C:2]1[CH:3]=[CH:4][C:5]([CH3:11])=[C:6]([CH:10]=1)[C:7]([OH:9])=[O:8].C(=O)([O-])[O-].[K+].[K+].[CH2:18](Cl)[C:19]1[CH:24]=[CH:23][CH:22]=[CH:21][CH:20]=1.O. (2) Given the product [Cl:10][C:11]1[CH:19]=[C:18]([N:20]2[CH:24]=[CH:23][CH:22]=[N:21]2)[CH:17]=[CH:16][C:12]=1[C:13]([Cl:3])=[O:14], predict the reactants needed to synthesize it. The reactants are: S(Cl)([Cl:3])=O.CN(C)C=O.[Cl:10][C:11]1[CH:19]=[C:18]([N:20]2[CH:24]=[CH:23][CH:22]=[N:21]2)[CH:17]=[CH:16][C:12]=1[C:13](O)=[O:14]. (3) Given the product [CH2:1]([CH:3]([CH2:17][CH3:18])[CH2:4][C@H:5]([O:7][C:8](=[O:16])[C:9]1[CH:14]=[CH:13][C:12]([C:21]#[C:20][CH2:19][OH:22])=[CH:11][CH:10]=1)[CH3:6])[CH3:2], predict the reactants needed to synthesize it. The reactants are: [CH2:1]([CH:3]([CH2:17][CH3:18])[CH2:4][C@H:5]([O:7][C:8](=[O:16])[C:9]1[CH:14]=[CH:13][C:12](I)=[CH:11][CH:10]=1)[CH3:6])[CH3:2].[CH2:19]([OH:22])[C:20]#[CH:21]. (4) Given the product [F:1][C:2]1[CH:3]=[C:4]([CH:35]=[CH:36][CH:37]=1)[CH2:5][O:6][C:7]1[CH:33]=[CH:32][C:10]([NH:11][C:12]2[C:21]3[C:16](=[CH:17][CH:18]=[C:19]([C:22]4[O:26][C:25]([CH:27]=[CH:28][C:29]([NH:58][CH2:57][CH2:56][S:53]([CH2:50][CH2:51][CH3:52])(=[O:55])=[O:54])=[O:30])=[CH:24][CH:23]=4)[CH:20]=3)[N:15]=[CH:14][N:13]=2)=[CH:9][C:8]=1[Cl:34], predict the reactants needed to synthesize it. The reactants are: [F:1][C:2]1[CH:3]=[C:4]([CH:35]=[CH:36][CH:37]=1)[CH2:5][O:6][C:7]1[CH:33]=[CH:32][C:10]([NH:11][C:12]2[C:21]3[C:16](=[CH:17][CH:18]=[C:19]([C:22]4[O:26][C:25]([CH:27]=[CH:28][C:29](O)=[O:30])=[CH:24][CH:23]=4)[CH:20]=3)[N:15]=[CH:14][N:13]=2)=[CH:9][C:8]=1[Cl:34].C(N1C=CN=C1)(N1C=CN=C1)=O.[CH2:50]([S:53]([CH2:56][CH2:57][NH2:58])(=[O:55])=[O:54])[CH2:51][CH3:52]. (5) The reactants are: [CH3:1][C:2]1([CH3:23])[C:10]2[C:5](=[CH:6][C:7]([NH:11][C:12](=[O:22])[C:13]3[CH:18]=[CH:17][CH:16]=[CH:15][C:14]=3[N+:19]([O-:21])=[O:20])=[CH:8][CH:9]=2)[NH:4][CH2:3]1.[CH:24](=O)[CH3:25].[BH-](OC(C)=O)(OC(C)=O)OC(C)=O.[Na+]. Given the product [CH2:24]([N:4]1[C:5]2[C:10](=[CH:9][CH:8]=[C:7]([NH:11][C:12](=[O:22])[C:13]3[CH:18]=[CH:17][CH:16]=[CH:15][C:14]=3[N+:19]([O-:21])=[O:20])[CH:6]=2)[C:2]([CH3:23])([CH3:1])[CH2:3]1)[CH3:25], predict the reactants needed to synthesize it. (6) The reactants are: [OH:1][C:2]1[CH:7]=[CH:6][CH:5]=[CH:4][C:3]=1[C:8]1[N:17]=[C:16]([NH:18][C@H:19]2[CH2:23][CH2:22][N:21](C(OC(C)(C)C)=O)[CH2:20]2)[C:15]2[C:10](=[CH:11][CH:12]=[C:13]([C:31]#[C:32][CH2:33][OH:34])[CH:14]=2)[N:9]=1.Cl. Given the product [OH:34][CH2:33][C:32]#[C:31][C:13]1[CH:14]=[C:15]2[C:10](=[CH:11][CH:12]=1)[N:9]=[C:8]([C:3]1[CH:4]=[CH:5][CH:6]=[CH:7][C:2]=1[OH:1])[N:17]=[C:16]2[NH:18][C@H:19]1[CH2:23][CH2:22][NH:21][CH2:20]1, predict the reactants needed to synthesize it. (7) Given the product [Cl:34][C:35]1[C:36]([CH3:44])=[C:37]([C:38]([N:13]2[CH2:14][CH2:15][C:16]3[N:8]([C:4]4[CH:3]=[C:2]([CH3:1])[CH:7]=[CH:6][N:5]=4)[N:9]=[N:10][C:11]=3[CH:12]2[CH3:17])=[O:39])[CH:41]=[CH:42][CH:43]=1, predict the reactants needed to synthesize it. The reactants are: [CH3:1][C:2]1[CH:7]=[CH:6][N:5]=[C:4]([N:8]2[C:16]3[CH:15]=[CH:14][N:13]=[CH:12][C:11]=3[N:10]=[N:9]2)[CH:3]=1.[CH3:17]C1C(N2C3C=CN=CC=3N=N2)=NC=C(C)C=1.[Cl:34][C:35]1[C:36]([CH3:44])=[C:37]([CH:41]=[CH:42][CH:43]=1)[C:38](Cl)=[O:39].ClC1C(C(F)(F)F)=CC=CC=1C(Cl)=O. (8) Given the product [Cl:26][C:21]1[CH:20]=[C:19]([CH:24]=[CH:23][C:22]=1[Cl:25])[O:18][CH:15]1[CH2:16][CH2:17][N:12]([CH2:11][C@H:10]([OH:27])[CH2:9][NH:8][C:6](=[O:7])[C:5]2[C:28]([C:30]([F:32])([F:31])[F:33])=[CH:29][C:2]([NH:38][S:35]([CH3:34])(=[O:37])=[O:36])=[N:3][CH:4]=2)[CH2:13][CH2:14]1, predict the reactants needed to synthesize it. The reactants are: Cl[C:2]1[CH:29]=[C:28]([C:30]([F:33])([F:32])[F:31])[C:5]([C:6]([NH:8][CH2:9][C@@H:10]([OH:27])[CH2:11][N:12]2[CH2:17][CH2:16][CH:15]([O:18][C:19]3[CH:24]=[CH:23][C:22]([Cl:25])=[C:21]([Cl:26])[CH:20]=3)[CH2:14][CH2:13]2)=[O:7])=[CH:4][N:3]=1.[CH3:34][S:35]([NH2:38])(=[O:37])=[O:36].C(=O)([O-])[O-].[K+].[K+].